Dataset: Full USPTO retrosynthesis dataset with 1.9M reactions from patents (1976-2016). Task: Predict the reactants needed to synthesize the given product. (1) Given the product [Br:1][C:8]12[CH2:7][C:6]3([C:15]([OH:17])=[O:16])[CH2:12][C:10]([CH3:13])([CH2:11][C:4]([CH3:3])([CH2:5]3)[CH2:14]1)[CH2:9]2, predict the reactants needed to synthesize it. The reactants are: [Br:1]Br.[CH3:3][C:4]12[CH2:14][CH:8]3[CH2:9][C:10]([CH3:13])([CH2:12][C:6]([C:15]([OH:17])=[O:16])([CH2:7]3)[CH2:5]1)[CH2:11]2.Cl.S([O-])([O-])=O.[Na+].[Na+]. (2) Given the product [CH3:16][S:17][C:2]1[N:3]=[C:4]([C:10]2[CH:11]=[N:12][CH:13]=[CH:14][CH:15]=2)[S:5][C:6]=1[N+:7]([O-:9])=[O:8], predict the reactants needed to synthesize it. The reactants are: Cl[C:2]1[N:3]=[C:4]([C:10]2[CH:11]=[N:12][CH:13]=[CH:14][CH:15]=2)[S:5][C:6]=1[N+:7]([O-:9])=[O:8].[CH3:16][S-:17].[Na+].